This data is from Full USPTO retrosynthesis dataset with 1.9M reactions from patents (1976-2016). The task is: Predict the reactants needed to synthesize the given product. (1) Given the product [CH3:1][S:2][C:3]1[C:11]2[C:6](=[CH:7][C:8]([NH:12][C:30]([CH:28]3[CH2:29][N:26]([C:24]([O:23][C:19]([CH3:22])([CH3:21])[CH3:20])=[O:25])[CH2:27]3)=[O:31])=[CH:9][CH:10]=2)[N:5]([C:13]2[CH:14]=[CH:15][CH:16]=[CH:17][CH:18]=2)[N:4]=1, predict the reactants needed to synthesize it. The reactants are: [CH3:1][S:2][C:3]1[C:11]2[C:6](=[CH:7][C:8]([NH2:12])=[CH:9][CH:10]=2)[N:5]([C:13]2[CH:18]=[CH:17][CH:16]=[CH:15][CH:14]=2)[N:4]=1.[C:19]([O:23][C:24]([N:26]1[CH2:29][CH:28]([C:30](O)=[O:31])[CH2:27]1)=[O:25])([CH3:22])([CH3:21])[CH3:20].CN(C(ON1N=NC2C=CC=NC1=2)=[N+](C)C)C.F[P-](F)(F)(F)(F)F. (2) The reactants are: [CH3:1][C:2]1[N:3]=[C:4]([C:12]2[CH:17]=[CH:16][CH:15]=[C:14]([C:18]([F:21])([F:20])[F:19])[CH:13]=2)[N:5]2[C:10]=1[CH2:9][NH:8][C:7]([NH2:11])=[N:6]2. Given the product [CH3:1][C:2]1[N:3]=[C:4]([C:12]2[CH:17]=[CH:16][CH:15]=[C:14]([C:18]([F:21])([F:19])[F:20])[CH:13]=2)[N:5]2[C:10]=1[CH:9]=[N:8][C:7]([NH2:11])=[N:6]2, predict the reactants needed to synthesize it. (3) Given the product [C:1]([O:5][C:6]([NH:8][C@:9]([O:25][CH2:26][CH2:27][Si:28]([CH3:31])([CH3:30])[CH3:29])([C:22]([OH:24])=[O:23])[CH2:10][CH2:11][C:12]([OH:14])=[O:13])=[O:7])([CH3:2])([CH3:3])[CH3:4], predict the reactants needed to synthesize it. The reactants are: [C:1]([O:5][C:6]([NH:8][C@:9]([O:25][CH2:26][CH2:27][Si:28]([CH3:31])([CH3:30])[CH3:29])([C:22]([O-:24])=[O:23])[CH2:10][CH:11](CC1C=CC=CC=1)[C:12]([O-:14])=[O:13])=[O:7])([CH3:4])([CH3:3])[CH3:2].[H][H]. (4) Given the product [N:1]1([CH2:7][CH2:8][NH:9][C:10]2[C:15]([F:16])=[CH:14][CH:13]=[CH:12][C:11]=2[CH:17]2[N:21]([CH2:22][CH2:23][C:24]([CH3:27])([CH3:26])[CH3:25])[C:20](=[O:28])[C@H:19]([CH2:29][C:30]([N:33]3[CH2:34][CH2:35][CH:36]([N:39]4[CH2:45][CH2:44][C:43]5[CH:46]=[CH:47][CH:48]=[CH:49][C:42]=5[NH:41][C:40]4=[O:50])[CH2:37][CH2:38]3)=[O:32])[S:18]2)[CH2:2][CH2:3][CH2:4][CH2:5][CH2:6]1, predict the reactants needed to synthesize it. The reactants are: [N:1]1([CH2:7][CH2:8][NH:9][C:10]2[C:15]([F:16])=[CH:14][CH:13]=[CH:12][C:11]=2[CH:17]2[N:21]([CH2:22][CH2:23][C:24]([CH3:27])([CH3:26])[CH3:25])[C:20](=[O:28])[C@H:19]([CH2:29][C:30]([OH:32])=O)[S:18]2)[CH2:6][CH2:5][CH2:4][CH2:3][CH2:2]1.[NH:33]1[CH2:38][CH2:37][CH:36]([N:39]2[CH2:45][CH2:44][C:43]3[CH:46]=[CH:47][CH:48]=[CH:49][C:42]=3[NH:41][C:40]2=[O:50])[CH2:35][CH2:34]1.C(Cl)CCl.C1C=CC2N(O)N=NC=2C=1. (5) Given the product [NH2:1][C:2]1[C:3]2[CH:11]=[CH:10][N:9]([C@@H:12]3[O:16][C:15]([CH2:27][OH:28])([CH2:17][OH:18])[C@@H:14]([O:19][Si:20]([C:23]([CH3:26])([CH3:25])[CH3:24])([CH3:21])[CH3:22])[CH2:13]3)[C:4]=2[N:5]=[C:6]([Cl:8])[N:7]=1, predict the reactants needed to synthesize it. The reactants are: [NH2:1][C:2]1[C:3]2[CH:11]=[CH:10][N:9]([C@@H:12]3[O:16][C@H:15]([CH:17]=[O:18])[C@@H:14]([O:19][Si:20]([C:23]([CH3:26])([CH3:25])[CH3:24])([CH3:22])[CH3:21])[CH2:13]3)[C:4]=2[N:5]=[C:6]([Cl:8])[N:7]=1.[CH2:27]=[O:28].[OH-].[Na+].[BH4-].[Na+]. (6) Given the product [Cl:1][C:2]1[CH:7]=[C:6]([B:16]2[O:20][C:19]([CH3:22])([CH3:21])[C:18]([CH3:24])([CH3:23])[O:17]2)[CH:5]=[C:4]([CH2:8][O:9][C@H:10]([CH3:15])[C:11]([F:12])([F:13])[F:14])[CH:3]=1, predict the reactants needed to synthesize it. The reactants are: [Cl:1][C:2]1[CH:7]=[CH:6][CH:5]=[C:4]([CH2:8][O:9][C@H:10]([CH3:15])[C:11]([F:14])([F:13])[F:12])[CH:3]=1.[B:16]1([B:16]2[O:20][C:19]([CH3:22])([CH3:21])[C:18]([CH3:24])([CH3:23])[O:17]2)[O:20][C:19]([CH3:22])([CH3:21])[C:18]([CH3:24])([CH3:23])[O:17]1.C(=O)([O-])O.[Na+].C(OCC)(=O)C. (7) Given the product [CH3:12][N:8]([C@@H:9]([CH:10]([CH3:11])[CH3:39])[C:13](=[O:15])[NH:35][C@@H:32]1[C@@H:30]2[C@@H:29]([CH2:28][N:27]([S:24]([C:20]3[CH:21]=[CH:22][CH:23]=[C:18]([C:17]([F:16])([F:36])[F:37])[CH:19]=3)(=[O:25])=[O:26])[CH2:31]2)[CH2:34][CH2:33]1)[C:6](=[O:7])[O:5][C:1]([CH3:2])([CH3:3])[CH3:4], predict the reactants needed to synthesize it. The reactants are: [C:1]([O:5][C:6]([N:8]1[CH2:12][CH2:11][CH2:10][C@H:9]1[C:13]([OH:15])=O)=[O:7])([CH3:4])([CH3:3])[CH3:2].[F:16][C:17]([F:37])([F:36])[C:18]1[CH:19]=[C:20]([S:24]([N:27]2[CH2:31][C@@H:30]3[C@@H:32]([NH2:35])[CH2:33][CH2:34][C@@H:29]3[CH2:28]2)(=[O:26])=[O:25])[CH:21]=[CH:22][CH:23]=1.F[C:39](F)(F)C1C=C(S(N2C[C@H]3[C@H](N)CC[C@H]3C2)(=O)=O)C=CC=1. (8) Given the product [CH3:1][O:2][C:3]1[CH:4]=[C:5]([CH:36]=[CH:37][CH:38]=1)[C:6]([NH:8][CH2:9][C:10]1[S:11][C:12]([S:15]([N:18]2[CH2:19][CH2:20][CH:21]([N:24]([CH3:39])[CH2:25][C:26]3[CH:27]=[CH:28][C:29]([C:32]([F:34])([F:33])[F:35])=[CH:30][CH:31]=3)[CH2:22][CH2:23]2)(=[O:17])=[O:16])=[CH:13][CH:14]=1)=[O:7], predict the reactants needed to synthesize it. The reactants are: [CH3:1][O:2][C:3]1[CH:4]=[C:5]([CH:36]=[CH:37][CH:38]=1)[C:6]([NH:8][CH2:9][C:10]1[S:11][C:12]([S:15]([N:18]2[CH2:23][CH2:22][CH:21]([NH:24][CH2:25][C:26]3[CH:31]=[CH:30][C:29]([C:32]([F:35])([F:34])[F:33])=[CH:28][CH:27]=3)[CH2:20][CH2:19]2)(=[O:17])=[O:16])=[CH:13][CH:14]=1)=[O:7].[CH3:39]CN(C(C)C)C(C)C.C=O.C([BH3-])#N.[Na+]. (9) Given the product [CH2:6]([C:24]1[N:18]([C:17]2[CH:16]=[CH:15][C:14]([O:13][C:6]3[C:7]4[C:12](=[CH:11][CH:10]=[CH:9][CH:8]=4)[C:3]([O:2][CH3:1])=[CH:4][CH:5]=3)=[CH:20][CH:19]=2)[CH:27]=[C:28]([C:30]2[CH:31]=[CH:32][C:33]([O:36][CH2:37][CH2:38][CH2:39][CH:3]([CH2:12][CH3:11])[CH2:4][CH3:5])=[CH:34][CH:35]=2)[N:22]=1)[CH2:7][CH2:8][CH3:9], predict the reactants needed to synthesize it. The reactants are: [CH3:1][O:2][C:3]1[C:12]2[C:7](=[CH:8][CH:9]=[CH:10][CH:11]=2)[C:6]([O:13][C:14]2[CH:20]=[CH:19][C:17]([NH2:18])=[CH:16][CH:15]=2)=[CH:5][CH:4]=1.C[N:22]([CH:24]=O)C.Br[CH2:27][C:28]([C:30]1[CH:35]=[CH:34][C:33]([O:36][CH2:37][CH2:38][CH2:39]N(CC)CC)=[CH:32][CH:31]=1)=O. (10) Given the product [Br:1][C:2]1[CH:7]=[CH:6][C:5]2[N:8]([C:12]3[CH:17]=[CH:16][C:15]([F:18])=[CH:14][CH:13]=3)[C:9]([CH3:10])=[N:19][C:4]=2[CH:3]=1, predict the reactants needed to synthesize it. The reactants are: [Br:1][C:2]1[CH:7]=[CH:6][C:5]([N:8]([C:12]2[CH:17]=[CH:16][C:15]([F:18])=[CH:14][CH:13]=2)[C:9](=O)[CH3:10])=[C:4]([N+:19]([O-])=O)[CH:3]=1.[Sn](Cl)Cl.